Dataset: Full USPTO retrosynthesis dataset with 1.9M reactions from patents (1976-2016). Task: Predict the reactants needed to synthesize the given product. (1) Given the product [Cl:1][C:2]1[CH:7]=[C:6]([C:8]2[N:13]=[C:12]([OH:23])[N:11]3[CH:18]=[CH:17][N:16]=[C:10]3[CH:9]=2)[CH:5]=[CH:4][N:3]=1, predict the reactants needed to synthesize it. The reactants are: [Cl:1][C:2]1[CH:7]=[C:6]([C:8]2[N:13]=[C:12](SC)[N:11]=[C:10]([NH:16][CH2:17][CH:18](OC)OC)[CH:9]=2)[CH:5]=[CH:4][N:3]=1.[OH2:23].Cl. (2) Given the product [CH:17]([N:15]1[C:14](=[O:20])[CH:13]=[CH:12][C:11]([C:2]2[S:28][C:22]([C:23]([O:25][CH2:26][CH3:27])=[O:24])=[N:21][C:3]=2[C:4]2[CH:9]=[CH:8][CH:7]=[CH:6][CH:5]=2)=[N:16]1)([CH3:19])[CH3:18], predict the reactants needed to synthesize it. The reactants are: Cl[CH:2]([C:11]1[CH:12]=[CH:13][C:14](=[O:20])[N:15]([CH:17]([CH3:19])[CH3:18])[N:16]=1)[C:3](=O)[C:4]1[CH:9]=[CH:8][CH:7]=[CH:6][CH:5]=1.[NH2:21][C:22](=[S:28])[C:23]([O:25][CH2:26][CH3:27])=[O:24]. (3) Given the product [F:35][C:36]1[CH:41]=[C:40]([F:42])[CH:39]=[CH:38][C:37]=1[S:43]([NH:46][C:47]1[C:48]([O:62][CH3:63])=[N:49][CH:50]=[C:51]([C:2]2[CH:10]=[C:9]3[C:5]([CH:6]=[N:7][N:8]3[S:11]([C:14]3[CH:19]=[CH:18][CH:17]=[CH:16][CH:15]=3)(=[O:12])=[O:13])=[C:4]([C:20]3[O:21][C:22]([CH2:25][N:26]4[CH2:27][CH2:28][N:29]([CH:32]([CH3:33])[CH3:34])[CH2:30][CH2:31]4)=[CH:23][N:24]=3)[CH:3]=2)[CH:52]=1)(=[O:45])=[O:44], predict the reactants needed to synthesize it. The reactants are: Cl[C:2]1[CH:10]=[C:9]2[C:5]([CH:6]=[N:7][N:8]2[S:11]([C:14]2[CH:19]=[CH:18][CH:17]=[CH:16][CH:15]=2)(=[O:13])=[O:12])=[C:4]([C:20]2[O:21][C:22]([CH2:25][N:26]3[CH2:31][CH2:30][N:29]([CH:32]([CH3:34])[CH3:33])[CH2:28][CH2:27]3)=[CH:23][N:24]=2)[CH:3]=1.[F:35][C:36]1[CH:41]=[C:40]([F:42])[CH:39]=[CH:38][C:37]=1[S:43]([NH:46][C:47]1[C:48]([O:62][CH3:63])=[N:49][CH:50]=[C:51](B2OC(C)(C)C(C)(C)O2)[CH:52]=1)(=[O:45])=[O:44].[O-]P([O-])([O-])=O.[K+].[K+].[K+].O. (4) Given the product [Br:46][C:4]1[CH:3]=[C:2]([Cl:1])[CH:7]=[CH:6][C:5]=1[C:8]1[NH:12][C:11]2[CH:23]=[C:24]([F:28])[C:25]([F:27])=[CH:26][C:10]=2[N:9]=1, predict the reactants needed to synthesize it. The reactants are: [Cl:1][C:2]1[CH:7]=[CH:6][C:5]([C:8]2[N:12](CC3C=C(C=CC=3)C(O)=O)[C:11]3[CH:23]=[C:24]([F:28])[C:25]([F:27])=[CH:26][C:10]=3[N:9]=2)=[C:4](OCC2CCCC2)[CH:3]=1.FC1C=C(N)C(N)=CC=1F.[Br:46]C1C=C(Cl)C=CC=1C(O)=O. (5) The reactants are: [N:1]1[CH:6]=[CH:5][C:4]([NH2:7])=[CH:3][CH:2]=1.[N+:8]([O-])([O-])=O.[Na+].S(=O)(=O)(O)O.[C:18]1([N:24]([CH2:28][CH2:29][OH:30])[CH2:25][CH2:26][OH:27])[CH:23]=[CH:22][CH:21]=[CH:20][CH:19]=1. Given the product [OH:27][CH2:26][CH2:25][N:24]([C:18]1[CH:23]=[CH:22][C:21]([N:8]=[N:7][C:4]2[CH:5]=[CH:6][N:1]=[CH:2][CH:3]=2)=[CH:20][CH:19]=1)[CH2:28][CH2:29][OH:30], predict the reactants needed to synthesize it. (6) Given the product [OH:33][CH2:32][C:18]1[C:19]2[CH2:20][N:21]([C:25]([O:27][C:28]([CH3:31])([CH3:30])[CH3:29])=[O:26])[CH2:22][CH2:23][C:24]=2[N:16]([CH2:15][C:12]2[CH:11]=[CH:10][C:9]([O:8][CH3:7])=[CH:14][CH:13]=2)[N:17]=1, predict the reactants needed to synthesize it. The reactants are: [H-].[H-].[H-].[H-].[Li+].[Al+3].[CH3:7][O:8][C:9]1[CH:14]=[CH:13][C:12]([CH2:15][N:16]2[C:24]3[CH2:23][CH2:22][N:21]([C:25]([O:27][C:28]([CH3:31])([CH3:30])[CH3:29])=[O:26])[CH2:20][C:19]=3[C:18]([C:32](OCC)=[O:33])=[N:17]2)=[CH:11][CH:10]=1. (7) The reactants are: Cl.N1CC[C@H](OC2C=CC(NC(C3N(CC)C4C(C=3)=C(OCC)C=CC=4)=O)=CC=2)C1.[C:31]([O:35][C:36](=[O:44])[C:37]1[CH:42]=[CH:41][C:40](Br)=[CH:39][CH:38]=1)([CH3:34])([CH3:33])[CH3:32].C(C1C=C(C(C)C)C=C(C(C)C)C=1C1C=CC=CC=1P(C1CCCCC1)C1CCCCC1)(C)C.CC(C)([O-])C.[Na+]. Given the product [C:31]([O:35][C:36](=[O:44])[C:37]1[CH:42]=[CH:41][CH:40]=[CH:39][CH:38]=1)([CH3:34])([CH3:32])[CH3:33], predict the reactants needed to synthesize it. (8) Given the product [C:1]([N:4]1[C:13]2[C:8](=[CH:9][C:10]([C:14]([NH2:15])=[O:31])=[CH:11][CH:12]=2)[C@H:7]([NH:16][C:17]2[CH:22]=[CH:21][C:20]([F:23])=[CH:19][N:18]=2)[C@@H:6]([CH3:24])[C@@H:5]1[CH:25]1[CH2:27][CH2:26]1)(=[O:3])[CH3:2], predict the reactants needed to synthesize it. The reactants are: [C:1]([N:4]1[C:13]2[C:8](=[CH:9][C:10]([C:14]#[N:15])=[CH:11][CH:12]=2)[C@H:7]([NH:16][C:17]2[CH:22]=[CH:21][C:20]([F:23])=[CH:19][N:18]=2)[C@@H:6]([CH3:24])[C@@H:5]1[CH:25]1[CH2:27][CH2:26]1)(=[O:3])[CH3:2].OO.C(=O)([O-])[O-:31].[K+].[K+]. (9) Given the product [C:1]([C:3]1[CH:4]=[C:5]([C:13]2[O:17][N:16]=[C:15]([C:18]3[CH:27]=[CH:26][CH:25]=[C:24]4[C:19]=3[CH2:20][CH2:21][CH2:22][C@H:23]4[NH:28][S:29]([CH2:32][CH2:33][OH:34])(=[O:30])=[O:31])[N:14]=2)[CH:6]=[CH:7][C:8]=1[O:9][CH:10]([CH3:12])[CH3:11])#[N:2], predict the reactants needed to synthesize it. The reactants are: [C:1]([C:3]1[CH:4]=[C:5]([C:13]2[O:17][N:16]=[C:15]([C:18]3[CH:27]=[CH:26][CH:25]=[C:24]4[C:19]=3[CH2:20][CH2:21][CH2:22][C@H:23]4[NH:28][S:29]([CH2:32][C:33](OC)=[O:34])(=[O:31])=[O:30])[N:14]=2)[CH:6]=[CH:7][C:8]=1[O:9][CH:10]([CH3:12])[CH3:11])#[N:2].[BH4-].[Na+].CO.